From a dataset of KCNQ2 potassium channel screen with 302,405 compounds. Binary Classification. Given a drug SMILES string, predict its activity (active/inactive) in a high-throughput screening assay against a specified biological target. (1) The result is 0 (inactive). The molecule is O=c1n(nc(c2c1cccc2)C)CC(=O)Nc1c(cccc1)C. (2) The drug is Clc1ccc(C(=O)Nc2c(C(=O)N3CCN(CC3)CC)cccc2)cc1. The result is 0 (inactive). (3) The drug is Clc1c(onc1C)N(S(=O)(=O)c1ccc(OC)cc1)S(=O)(=O)c1ccc(OC)cc1. The result is 0 (inactive). (4) The compound is S(=O)(=O)(N(CC(=O)N1CCN(CC1)c1ccc(F)cc1)c1ccc(OC)cc1)c1c(onc1C)C. The result is 0 (inactive). (5) The drug is Clc1c(OCCCNCCCC)cc(Cl)cc1. The result is 0 (inactive). (6) The molecule is S(=O)(=O)(N1CCCCCC1)c1cc(N(S(=O)(=O)c2ccc(cc2)C)C)c(OC)cc1. The result is 0 (inactive). (7) The molecule is s\1c2c([nH]c(=O)c1=C/c1ccccc1)cc(C(=O)NCCN1CCCCCC1)cc2. The result is 0 (inactive).